Dataset: Peptide-MHC class I binding affinity with 185,985 pairs from IEDB/IMGT. Task: Regression. Given a peptide amino acid sequence and an MHC pseudo amino acid sequence, predict their binding affinity value. This is MHC class I binding data. (1) The peptide sequence is SVEKIKQTGI. The MHC is HLA-A68:02 with pseudo-sequence HLA-A68:02. The binding affinity (normalized) is 0.150. (2) The peptide sequence is GFPSLESSF. The binding affinity (normalized) is 0.0847. The MHC is HLA-B39:01 with pseudo-sequence HLA-B39:01.